From a dataset of Full USPTO retrosynthesis dataset with 1.9M reactions from patents (1976-2016). Predict the reactants needed to synthesize the given product. (1) Given the product [CH:1]1([CH2:4][O:5][C:6]2[CH:7]=[C:8]3[C:13](=[CH:14][CH:15]=2)[C:12]([C@@H:16]2[CH2:21][O:20][C@@H:19]([CH2:22][CH2:23][CH2:24][NH:25][C:27](=[O:28])[O:29][C:30]4[CH:35]=[CH:34][C:33]([Cl:36])=[CH:32][CH:31]=4)[O:18][CH2:17]2)=[CH:11][CH:10]=[CH:9]3)[CH2:2][CH2:3]1, predict the reactants needed to synthesize it. The reactants are: [CH:1]1([CH2:4][O:5][C:6]2[CH:7]=[C:8]3[C:13](=[CH:14][CH:15]=2)[C:12]([C@@H:16]2[CH2:21][O:20][C@@H:19]([CH2:22][CH2:23][CH2:24][NH2:25])[O:18][CH2:17]2)=[CH:11][CH:10]=[CH:9]3)[CH2:3][CH2:2]1.Cl[C:27]([O:29][C:30]1[CH:35]=[CH:34][C:33]([Cl:36])=[CH:32][CH:31]=1)=[O:28].C(N(CC)C(C)C)(C)C. (2) The reactants are: C(=[N:14][C:15]1[CH:31]=[CH:30][C:18]2[N:19]=[C:20]([C:22]3[CH:27]=[CH:26][C:25]([O:28][CH3:29])=[CH:24][CH:23]=3)[S:21][C:17]=2[CH:16]=1)(C1C=CC=CC=1)C1C=CC=CC=1.Cl.C([O-])(O)=O.[Na+]. Given the product [CH3:29][O:28][C:25]1[CH:24]=[CH:23][C:22]([C:20]2[S:21][C:17]3[CH:16]=[C:15]([NH2:14])[CH:31]=[CH:30][C:18]=3[N:19]=2)=[CH:27][CH:26]=1, predict the reactants needed to synthesize it. (3) Given the product [CH2:1]([O:8][C:9](=[O:24])[NH:10][C:11]1[CH:16]=[CH:15][CH:14]=[C:13]([CH2:17][C:18](=[O:19])[CH:25]=[CH2:26])[CH:12]=1)[C:2]1[CH:3]=[CH:4][CH:5]=[CH:6][CH:7]=1, predict the reactants needed to synthesize it. The reactants are: [CH2:1]([O:8][C:9](=[O:24])[NH:10][C:11]1[CH:16]=[CH:15][CH:14]=[C:13]([CH2:17][C:18](N(OC)C)=[O:19])[CH:12]=1)[C:2]1[CH:7]=[CH:6][CH:5]=[CH:4][CH:3]=1.[CH:25]([Mg]Br)=[CH2:26]. (4) Given the product [Cl:25][C:22]1[CH:23]=[CH:24][C:19]([S:18][C:10]2[C:11]3[C:12](=[O:17])[CH2:13][CH2:14][CH2:15][C:16]=3[N:8]([CH2:7][C:6]([OH:27])=[O:5])[C:9]=2[CH3:26])=[CH:20][CH:21]=1, predict the reactants needed to synthesize it. The reactants are: [Li+].[OH-].C([O:5][C:6](=[O:27])[CH2:7][N:8]1[C:16]2[CH2:15][CH2:14][CH2:13][C:12](=[O:17])[C:11]=2[C:10]([S:18][C:19]2[CH:24]=[CH:23][C:22]([Cl:25])=[CH:21][CH:20]=2)=[C:9]1[CH3:26])C. (5) Given the product [CH3:34][S:35]([CH2:24][C@@H:23]([N:22]1[C:17]2[C:18](=[N:19][C:14]([C:4]3[CH:5]=[CH:6][C:7]([O:9][C:10]([F:11])([F:12])[F:13])=[CH:8][C:3]=3[O:2][CH3:1])=[C:15]([CH3:33])[CH:16]=2)[C:20]([CH3:32])=[CH:21]1)[CH2:30][CH3:31])(=[O:37])=[O:36], predict the reactants needed to synthesize it. The reactants are: [CH3:1][O:2][C:3]1[CH:8]=[C:7]([O:9][C:10]([F:13])([F:12])[F:11])[CH:6]=[CH:5][C:4]=1[C:14]1[N:19]=[C:18]2[C:20]([CH3:32])=[CH:21][N:22]([C@@H:23]([CH2:30][CH3:31])[CH2:24]OS(C)(=O)=O)[C:17]2=[CH:16][C:15]=1[CH3:33].[CH3:34][S:35]([O:37][Na])=[O:36].O. (6) Given the product [F:31][C:32]1[CH:38]=[CH:37][C:35]([NH:36][C:26]([NH:19][O:18][C@H:15]2[CH2:16][CH2:17][N:13]([S:10]([C:7]3[CH:6]=[CH:5][C:4]([O:3][C:2]([F:1])([F:20])[F:21])=[CH:9][CH:8]=3)(=[O:11])=[O:12])[CH2:14]2)=[O:25])=[CH:34][CH:33]=1, predict the reactants needed to synthesize it. The reactants are: [F:1][C:2]([F:21])([F:20])[O:3][C:4]1[CH:9]=[CH:8][C:7]([S:10]([N:13]2[CH2:17][CH2:16][C@H:15]([O:18][NH2:19])[CH2:14]2)(=[O:12])=[O:11])=[CH:6][CH:5]=1.ClC([O:25][C:26](Cl)(Cl)Cl)=O.C.[F:31][C:32]1[CH:38]=[CH:37][C:35]([NH2:36])=[CH:34][CH:33]=1.C(N(CC)C(C)C)(C)C. (7) Given the product [O:16]1[CH:17]=[CH:18][CH:19]=[C:15]1[C:11]1[O:12][C:13]([CH3:14])=[C:9]([CH2:8][O:7][C:6]2[CH:20]=[CH:21][C:3]([CH2:2][O:24][C:25]3[C:29]([CH2:30][CH2:31][P:32](=[O:39])([O:33][CH2:34][CH3:35])[O:36][CH2:37][CH3:38])=[CH:28][N:27]([C:40]4[CH:45]=[CH:44][CH:43]=[CH:42][CH:41]=4)[N:26]=3)=[CH:4][C:5]=2[O:22][CH3:23])[N:10]=1, predict the reactants needed to synthesize it. The reactants are: Cl[CH2:2][C:3]1[CH:21]=[CH:20][C:6]([O:7][CH2:8][C:9]2[N:10]=[C:11]([C:15]3[O:16][CH:17]=[CH:18][CH:19]=3)[O:12][C:13]=2[CH3:14])=[C:5]([O:22][CH3:23])[CH:4]=1.[OH:24][C:25]1[C:29]([CH2:30][CH2:31][P:32](=[O:39])([O:36][CH2:37][CH3:38])[O:33][CH2:34][CH3:35])=[CH:28][N:27]([C:40]2[CH:45]=[CH:44][CH:43]=[CH:42][CH:41]=2)[N:26]=1.CN(C)C=O.[H-].[Na+]. (8) Given the product [CH2:8]([NH:15][C:16]([NH:7][C:6]#[N:5])=[S:17])[C:9]1[CH:14]=[CH:13][CH:12]=[CH:11][CH:10]=1, predict the reactants needed to synthesize it. The reactants are: [O-]CC.[Na+].[N:5]#[C:6][NH2:7].[CH2:8]([N:15]=[C:16]=[S:17])[C:9]1[CH:14]=[CH:13][CH:12]=[CH:11][CH:10]=1. (9) Given the product [F:1][C:2]1[CH:9]=[C:8]([O:10][CH3:11])[C:7]([I:12])=[CH:6][C:3]=1[CH:4]=[O:5], predict the reactants needed to synthesize it. The reactants are: [F:1][C:2]1[CH:9]=[C:8]([O:10][CH3:11])[CH:7]=[CH:6][C:3]=1[CH:4]=[O:5].[I:12]N1C(=O)CCC1=O.S([O-])([O-])=O.[Na+].[Na+].